From a dataset of Tox21: 12 toxicity assays (nuclear receptors and stress response pathways). Binary classification across 12 toxicity assays. The compound is O=S(=O)(O)c1ccc(O)cc1. It tested positive (active) for: SR-MMP (Mitochondrial Membrane Potential disruption).